From a dataset of NCI-60 drug combinations with 297,098 pairs across 59 cell lines. Regression. Given two drug SMILES strings and cell line genomic features, predict the synergy score measuring deviation from expected non-interaction effect. (1) Drug 1: C1=NC(=NC(=O)N1C2C(C(C(O2)CO)O)O)N. Drug 2: CC(C)CN1C=NC2=C1C3=CC=CC=C3N=C2N. Cell line: NCIH23. Synergy scores: CSS=4.83, Synergy_ZIP=-1.23, Synergy_Bliss=-0.00289, Synergy_Loewe=-1.97, Synergy_HSA=-1.66. (2) Drug 1: CC1=C(C=C(C=C1)NC2=NC=CC(=N2)N(C)C3=CC4=NN(C(=C4C=C3)C)C)S(=O)(=O)N.Cl. Drug 2: C1C(C(OC1N2C=C(C(=O)NC2=O)F)CO)O. Cell line: SK-OV-3. Synergy scores: CSS=36.0, Synergy_ZIP=3.28, Synergy_Bliss=3.98, Synergy_Loewe=-30.7, Synergy_HSA=2.55. (3) Drug 1: CN(C)C1=NC(=NC(=N1)N(C)C)N(C)C. Drug 2: CC1=C2C(C(=O)C3(C(CC4C(C3C(C(C2(C)C)(CC1OC(=O)C(C(C5=CC=CC=C5)NC(=O)OC(C)(C)C)O)O)OC(=O)C6=CC=CC=C6)(CO4)OC(=O)C)O)C)O. Synergy scores: CSS=32.9, Synergy_ZIP=1.56, Synergy_Bliss=4.92, Synergy_Loewe=-33.5, Synergy_HSA=1.96. Cell line: OVCAR-5.